This data is from Reaction yield outcomes from USPTO patents with 853,638 reactions. The task is: Predict the reaction yield, written as a fraction of the theoretical maximum amount of product (1.0 means a 100% yield; for example, 0.34 means a 34% yield). (1) The reactants are [CH2:1]([N:8]1[C:12]([NH2:13])=[CH:11][CH:10]=[N:9]1)[C:2]1[CH:7]=[CH:6][CH:5]=[CH:4][CH:3]=1.[O:14]1[C:18]2([CH2:23][CH2:22][C:21](=O)[CH2:20][CH2:19]2)[O:17][CH2:16][CH2:15]1.C(O[BH-](OC(=O)C)OC(=O)C)(=O)C.[Na+]. The catalyst is C(O)(=O)C. The product is [CH2:1]([N:8]1[C:12]([NH:13][CH:21]2[CH2:22][CH2:23][C:18]3([O:17][CH2:16][CH2:15][O:14]3)[CH2:19][CH2:20]2)=[CH:11][CH:10]=[N:9]1)[C:2]1[CH:3]=[CH:4][CH:5]=[CH:6][CH:7]=1. The yield is 0.780. (2) The reactants are [F:1][C:2]1[C:7]([C:8]2[CH:12]=[CH:11][S:10][C:9]=2[S:13]([N:16]2[CH:20]=[CH:19][CH:18]=[CH:17]2)(=[O:15])=[O:14])=[CH:6][CH:5]=[CH:4][N:3]=1.CCCCCC.C([Li])CCC.CN(C)[CH:34]=[O:35].[Cl-].[NH4+]. The catalyst is O1CCCC1. The product is [F:1][C:2]1[C:7]([C:8]2[CH:12]=[C:11]([CH:34]=[O:35])[S:10][C:9]=2[S:13]([N:16]2[CH:20]=[CH:19][CH:18]=[CH:17]2)(=[O:14])=[O:15])=[CH:6][CH:5]=[CH:4][N:3]=1. The yield is 0.600.